From a dataset of Drug-induced liver injury (DILI) classification data. Regression/Classification. Given a drug SMILES string, predict its toxicity properties. Task type varies by dataset: regression for continuous values (e.g., LD50, hERG inhibition percentage) or binary classification for toxic/non-toxic outcomes (e.g., AMES mutagenicity, cardiotoxicity, hepatotoxicity). Dataset: dili. (1) The molecule is OC(CCN1CCCCC1)(c1ccccc1)C1CCCCC1. The result is 0 (no liver injury). (2) The molecule is CC1CN(c2cc3c(cc2F)c(=O)c(C(=O)O)cn3-c2ccc(F)cc2F)CCN1. The result is 1 (causes liver injury).